From a dataset of Peptide-MHC class I binding affinity with 185,985 pairs from IEDB/IMGT. Regression. Given a peptide amino acid sequence and an MHC pseudo amino acid sequence, predict their binding affinity value. This is MHC class I binding data. (1) The peptide sequence is WEVGKPRPPL. The MHC is HLA-B40:02 with pseudo-sequence HLA-B40:02. The binding affinity (normalized) is 0.730. (2) The binding affinity (normalized) is 0.797. The peptide sequence is RARKRGITL. The MHC is HLA-B08:01 with pseudo-sequence HLA-B08:01.